From a dataset of In vitro SARS-CoV-2 activity screen of 1,480 approved drugs from Prestwick library. Binary Classification. Given a drug SMILES string, predict its activity (active/inactive) in a high-throughput screening assay against a specified biological target. (1) The drug is O=P(O)(O)C(O)(Cc1cccnc1)P(=O)(O)O. The result is 0 (inactive). (2) The molecule is CCC1(C)CC(=O)NC1=O. The result is 0 (inactive). (3) The compound is CCCNC(=O)NS(=O)(=O)c1ccc(Cl)cc1. The result is 0 (inactive). (4) The compound is Cc1nnc(SCC2=C(C(=O)[O-])N3C(=O)[C@@H](NC(=O)Cn4cnnn4)[C@H]3SC2)s1.[Na+]. The result is 0 (inactive). (5) The molecule is NC(=NCCCCCCN=C(N)/N=C(\N)Nc1ccc(Cl)cc1)/N=C(\N)Nc1ccc(Cl)cc1. The result is 0 (inactive). (6) The molecule is Clc1ccc2c(c1)C(N1CCNCC1)=Nc1ccccc1O2. The result is 0 (inactive). (7) The molecule is Brc1c(NC2=NCCN2)ccc2nccnc12.O=C(O)[C@H](O)[C@@H](O)C(=O)O. The result is 0 (inactive).